Dataset: Full USPTO retrosynthesis dataset with 1.9M reactions from patents (1976-2016). Task: Predict the reactants needed to synthesize the given product. (1) Given the product [Cl:23][CH2:24][C:25]([C:14]1[C:15]([CH3:16])=[C:11]([C:9](=[O:10])[C:3]2[CH:4]=[CH:5][C:6]([Cl:8])=[CH:7][C:2]=2[Cl:1])[N:12]([CH3:18])[C:13]=1[CH3:17])=[O:26], predict the reactants needed to synthesize it. The reactants are: [Cl:1][C:2]1[CH:7]=[C:6]([Cl:8])[CH:5]=[CH:4][C:3]=1[C:9]([C:11]1[N:12]([CH3:18])[C:13]([CH3:17])=[CH:14][C:15]=1[CH3:16])=[O:10].[Al+3].[Cl-].[Cl-].[Cl-].[Cl:23][CH2:24][C:25](Cl)=[O:26]. (2) Given the product [F:52][CH:36]([F:35])[C:37]1[C:38]2[CH:48]3[CH2:49][CH:47]3[C:46]([F:51])([F:50])[C:39]=2[N:40]([CH2:42][C:43]([NH:8][C@H:9]([C:19]2[C:24]([C:25]3[CH:26]=[CH:27][C:28]([F:34])=[C:29]([CH:33]=3)[C:30]([NH2:32])=[O:31])=[CH:23][CH:22]=[CH:21][N:20]=2)[CH2:10][C:11]2[CH:12]=[C:13]([F:18])[CH:14]=[C:15]([F:17])[CH:16]=2)=[O:44])[N:41]=1, predict the reactants needed to synthesize it. The reactants are: FC(F)(F)C(O)=O.[NH2:8][C@H:9]([C:19]1[C:24]([C:25]2[CH:26]=[CH:27][C:28]([F:34])=[C:29]([CH:33]=2)[C:30]([NH2:32])=[O:31])=[CH:23][CH:22]=[CH:21][N:20]=1)[CH2:10][C:11]1[CH:16]=[C:15]([F:17])[CH:14]=[C:13]([F:18])[CH:12]=1.[F:35][CH:36]([F:52])[C:37]1[C:38]2[CH:48]3[CH2:49][CH:47]3[C:46]([F:51])([F:50])[C:39]=2[N:40]([CH2:42][C:43](O)=[O:44])[N:41]=1. (3) Given the product [Cl:11][C:12]1[CH:17]=[C:16]([O:8][CH:6]([CH3:7])[CH:5]([O:9][CH3:10])[O:4][CH3:3])[N:15]=[CH:14][N:13]=1, predict the reactants needed to synthesize it. The reactants are: [H-].[Na+].[CH3:3][O:4][CH:5]([O:9][CH3:10])[CH:6]([OH:8])[CH3:7].[Cl:11][C:12]1[CH:17]=[C:16](Cl)[N:15]=[CH:14][N:13]=1.[Cl-].[NH4+]. (4) Given the product [Cl:34][CH2:35][C:36]([NH:22][C:20]1[C:19]2[C:14](=[CH:15][CH:16]=[CH:17][CH:18]=2)[N:13]=[C:12]([N:2]2[CH2:3][CH2:4][CH2:5][C:6]3[CH:11]=[CH:10][CH:9]=[CH:8][C:7]=3[CH2:1]2)[CH:21]=1)=[O:37], predict the reactants needed to synthesize it. The reactants are: [CH2:1]1[C:7]2[CH:8]=[CH:9][CH:10]=[CH:11][C:6]=2[CH2:5][CH2:4][CH2:3][N:2]1[C:12]1[CH:21]=[C:20]([NH2:22])[C:19]2[C:14](=[CH:15][CH:16]=[CH:17][CH:18]=2)[N:13]=1.N12CCCN=C1CCCCC2.[Cl:34][CH2:35][C:36](Cl)=[O:37]. (5) Given the product [CH3:39][O:38][C:34]1[CH:33]=[C:32]2[C:37]([C:28]([CH2:2][C:3]3[CH:4]=[CH:5][C:6]([NH:9][C:10]([C:12]4[C:13](=[O:27])[N:14]([C:21]5[CH:26]=[CH:25][CH:24]=[CH:23][CH:22]=5)[N:15]([CH2:18][CH2:19][CH3:20])[C:16]=4[CH3:17])=[O:11])=[CH:7][CH:8]=3)=[CH:29][CH:30]=[N:31]2)=[CH:36][CH:35]=1, predict the reactants needed to synthesize it. The reactants are: O[CH:2]([C:28]1[C:37]2[C:32](=[CH:33][C:34]([O:38][CH3:39])=[CH:35][CH:36]=2)[N:31]=[CH:30][CH:29]=1)[C:3]1[CH:8]=[CH:7][C:6]([NH:9][C:10]([C:12]2[C:13](=[O:27])[N:14]([C:21]3[CH:26]=[CH:25][CH:24]=[CH:23][CH:22]=3)[N:15]([CH2:18][CH2:19][CH3:20])[C:16]=2[CH3:17])=[O:11])=[CH:5][CH:4]=1. (6) The reactants are: Br[C:2]1[CH:3]=[CH:4][C:5]2[C:6]3[CH2:16][N:15]([C:17]([O:19][C:20]([CH3:23])([CH3:22])[CH3:21])=[O:18])[CH2:14][CH2:13][CH2:12][C:7]=3[N:8]([CH3:11])[C:9]=2[CH:10]=1.[Cl:24][C:25]1[CH:39]=[CH:38][C:28]([CH2:29][O:30][C:31]2[CH:36]=[CH:35][NH:34][C:33](=[O:37])[CH:32]=2)=[C:27]([F:40])[CH:26]=1. Given the product [Cl:24][C:25]1[CH:39]=[CH:38][C:28]([CH2:29][O:30][C:31]2[CH:36]=[CH:35][N:34]([C:2]3[CH:3]=[CH:4][C:5]4[C:6]5[CH2:16][N:15]([C:17]([O:19][C:20]([CH3:23])([CH3:22])[CH3:21])=[O:18])[CH2:14][CH2:13][CH2:12][C:7]=5[N:8]([CH3:11])[C:9]=4[CH:10]=3)[C:33](=[O:37])[CH:32]=2)=[C:27]([F:40])[CH:26]=1, predict the reactants needed to synthesize it.